The task is: Predict the product of the given reaction.. This data is from Forward reaction prediction with 1.9M reactions from USPTO patents (1976-2016). (1) Given the reactants [CH3:1][C@H:2]1[C:13](=[O:14])[O:12][C@H:11]([C:15]2[CH:20]=[CH:19][CH:18]=[CH:17][CH:16]=2)[CH2:10][NH:9][C:8](=[O:21])[C@H:7]([CH2:22][C:23]([O:25]C(C)(C)C)=O)[CH2:6][CH:5]=[CH:4][CH2:3]1.C(Cl)Cl.FC(F)(F)C(O)=O.[Cl:40][C:41]1[CH:48]=[CH:47][C:44]([CH2:45][NH2:46])=[CH:43][CH:42]=1, predict the reaction product. The product is: [Cl:40][C:41]1[CH:48]=[CH:47][C:44]([CH2:45][NH:46][C:23](=[O:25])[CH2:22][C@@H:7]2[CH2:6][CH:5]=[CH:4][CH2:3][C@@H:2]([CH3:1])[C:13](=[O:14])[O:12][C@H:11]([C:15]3[CH:16]=[CH:17][CH:18]=[CH:19][CH:20]=3)[CH2:10][NH:9][C:8]2=[O:21])=[CH:43][CH:42]=1. (2) Given the reactants [NH:1]([C:22]([O:24][CH2:25][C:26]1[CH:31]=[CH:30][CH:29]=[CH:28][CH:27]=1)=[O:23])[C@H:2]([C:19](O)=[O:20])[CH2:3][C:4]1[CH:9]=[CH:8][C:7]([CH2:10][NH:11][C:12]([O:14][C:15]([CH3:18])([CH3:17])[CH3:16])=[O:13])=[CH:6][CH:5]=1.CN(C(ON1N=NC2C=CC=CC1=2)=[N+](C)C)C.F[P-](F)(F)(F)(F)F.Cl.[NH2:57][C@H:58]([C:63]([O:65][CH3:66])=[O:64])[CH2:59][CH:60]([CH3:62])[CH3:61].CCN(C(C)C)C(C)C, predict the reaction product. The product is: [NH:1]([C:22]([O:24][CH2:25][C:26]1[CH:31]=[CH:30][CH:29]=[CH:28][CH:27]=1)=[O:23])[C@H:2]([C:19]([NH:57][C@H:58]([C:63]([O:65][CH3:66])=[O:64])[CH2:59][CH:60]([CH3:62])[CH3:61])=[O:20])[CH2:3][C:4]1[CH:5]=[CH:6][C:7]([CH2:10][NH:11][C:12]([O:14][C:15]([CH3:18])([CH3:17])[CH3:16])=[O:13])=[CH:8][CH:9]=1. (3) Given the reactants [Cl:1][C:2]1[CH:7]=[CH:6][C:5]([C:8]([CH3:12])([CH3:11])[CH:9]=O)=[CH:4][CH:3]=1.[CH3:13][C:14]1[CH:19]=[CH:18][C:17]([S@@:20]([NH2:22])=[O:21])=[CH:16][CH:15]=1, predict the reaction product. The product is: [Cl:1][C:2]1[CH:7]=[CH:6][C:5]([C:8]([CH3:12])([CH3:11])[CH:9]=[N:22][S@@:20]([C:17]2[CH:18]=[CH:19][C:14]([CH3:13])=[CH:15][CH:16]=2)=[O:21])=[CH:4][CH:3]=1.